This data is from Forward reaction prediction with 1.9M reactions from USPTO patents (1976-2016). The task is: Predict the product of the given reaction. (1) Given the reactants [H-].[Na+].[NH2:3][C:4]1[CH:9]=[CH:8][C:7]([Br:10])=[CH:6][N:5]=1.[CH3:11]I, predict the reaction product. The product is: [Br:10][C:7]1[CH:8]=[CH:9][C:4]([NH:3][CH3:11])=[N:5][CH:6]=1. (2) Given the reactants [CH3:1][C:2]1[CH:3]=[C:4]([CH:8]=[CH:9][C:10]=1[C:11]([N:13]1[CH2:17][CH2:16][CH2:15][CH2:14]1)=[O:12])[C:5]([OH:7])=O.CN(C(ON1N=NC2C=CC=CC1=2)=[N+](C)C)C.[B-](F)(F)(F)F.C(N(C(C)C)CC)(C)C.[Cl:49][C:50]1[CH:66]=[CH:65][C:53]2[NH:54][C:55]([C@@H:57]([NH2:64])[CH2:58][C:59]3[N:60]=[CH:61][S:62][CH:63]=3)=[N:56][C:52]=2[CH:51]=1.ClCl, predict the reaction product. The product is: [Cl:49][C:50]1[CH:66]=[CH:65][C:53]2[NH:54][C:55]([C@@H:57]([NH:64][C:5](=[O:7])[C:4]3[CH:8]=[CH:9][C:10]([C:11]([N:13]4[CH2:17][CH2:16][CH2:15][CH2:14]4)=[O:12])=[C:2]([CH3:1])[CH:3]=3)[CH2:58][C:59]3[N:60]=[CH:61][S:62][CH:63]=3)=[N:56][C:52]=2[CH:51]=1. (3) The product is: [C:33]([Si:37]([CH3:43])([CH3:42])[O:38][CH2:39][CH2:40][N:1]1[CH2:2][CH:3]([N:5]2[CH:9]=[C:8]([C:10]3[CH:32]=[CH:31][C:13]4[C:14]5[N:18]([CH2:19][CH2:20][O:21][C:12]=4[CH:11]=3)[CH:17]=[C:16]([C:22]3[N:23]([CH:28]([CH3:30])[CH3:29])[N:24]=[C:25]([CH3:27])[N:26]=3)[N:15]=5)[CH:7]=[N:6]2)[CH2:4]1)([CH3:36])([CH3:35])[CH3:34]. Given the reactants [NH:1]1[CH2:4][CH:3]([N:5]2[CH:9]=[C:8]([C:10]3[CH:32]=[CH:31][C:13]4[C:14]5[N:18]([CH2:19][CH2:20][O:21][C:12]=4[CH:11]=3)[CH:17]=[C:16]([C:22]3[N:23]([CH:28]([CH3:30])[CH3:29])[N:24]=[C:25]([CH3:27])[N:26]=3)[N:15]=5)[CH:7]=[N:6]2)[CH2:2]1.[C:33]([Si:37]([CH3:43])([CH3:42])[O:38][CH2:39][CH:40]=O)([CH3:36])([CH3:35])[CH3:34].C(O)(=O)C.C(O[BH-](OC(=O)C)OC(=O)C)(=O)C.[Na+], predict the reaction product. (4) Given the reactants [Cl:1][C:2]1[C:3]([C:33]2[S:37][C:36]([C:38]3([OH:42])[CH2:41][CH2:40][CH2:39]3)=[N:35][CH:34]=2)=[C:4]2[CH:10]=[C:9]([C:11]3[CH:12]=[N:13][N:14]([CH2:16][C:17]4[CH:22]=[CH:21][CH:20]=[CH:19][N:18]=4)[CH:15]=3)[N:8](S(C3C=CC(C)=CC=3)(=O)=O)[C:5]2=[N:6][CH:7]=1.ClC1C(C2SC(C3(O)CCC3)=NC=2)=C2C=C(C3C=CC(CN4CCCC4)=CC=3)N(S(C3C=CC(C)=CC=3)(=O)=O)C2=NC=1, predict the reaction product. The product is: [Cl:1][C:2]1[C:3]([C:33]2[S:37][C:36]([C:38]3([OH:42])[CH2:41][CH2:40][CH2:39]3)=[N:35][CH:34]=2)=[C:4]2[CH:10]=[C:9]([C:11]3[CH:12]=[N:13][N:14]([CH2:16][C:17]4[CH:22]=[CH:21][CH:20]=[CH:19][N:18]=4)[CH:15]=3)[NH:8][C:5]2=[N:6][CH:7]=1. (5) Given the reactants [H-].[Na+].[NH2:3][C:4]1[N:9]=[C:8]([O:10][CH3:11])[NH:7][C:6](=[O:12])[CH:5]=1.[Br-].[Li+].Br[CH2:16][CH2:17][CH2:18][CH2:19][O:20][C:21](=[O:23])[CH3:22], predict the reaction product. The product is: [NH2:3][C:4]1[N:9]=[C:8]([O:10][CH3:11])[N:7]([CH2:16][CH2:17][CH2:18][CH2:19][O:20][C:21](=[O:23])[CH3:22])[C:6](=[O:12])[CH:5]=1. (6) Given the reactants [C:1]([O:9][CH2:10][C:11]1[CH:12]=[N+:13]([O-])[C:14]([CH3:17])=[CH:15][CH:16]=1)(=[O:8])[C:2]1[CH:7]=[CH:6][CH:5]=[CH:4][CH:3]=1.FC(F)(F)C(OC(=O)C(F)(F)F)=[O:22], predict the reaction product. The product is: [C:1]([O:9][CH2:10][C:11]1[CH:12]=[N:13][C:14]([CH2:17][OH:22])=[CH:15][CH:16]=1)(=[O:8])[C:2]1[CH:7]=[CH:6][CH:5]=[CH:4][CH:3]=1. (7) Given the reactants [Cl:1][C:2]1[CH:3]=[C:4]([C:9](=[O:11])[CH3:10])[CH:5]=[CH:6][C:7]=1[Cl:8].[Li+].C[Si]([N-][Si](C)(C)C)(C)C.Br[CH2:23][CH2:24][CH2:25][O:26][CH3:27], predict the reaction product. The product is: [Cl:1][C:2]1[CH:3]=[C:4]([C:9](=[O:11])[CH2:10][CH2:23][CH2:24][CH2:25][O:26][CH3:27])[CH:5]=[CH:6][C:7]=1[Cl:8].